This data is from Reaction yield outcomes from USPTO patents with 853,638 reactions. The task is: Predict the reaction yield, written as a fraction of the theoretical maximum amount of product (1.0 means a 100% yield; for example, 0.34 means a 34% yield). (1) The reactants are O[CH2:2][C:3]1[S:7][C:6]([C:8]2[CH:15]=[CH:14][C:11]([CH:12]=[O:13])=[CH:10][CH:9]=2)=[CH:5][CH:4]=1.[F:16][C:17]1[CH:26]=[CH:25][C:20]([NH:21][CH:22]([CH3:24])[CH3:23])=[CH:19][CH:18]=1. The catalyst is C(Cl)Cl.CCN(CC)CC.C1(C)C=CC=CC=1. The product is [F:16][C:17]1[CH:26]=[CH:25][C:20]([N:21]([CH2:2][C:3]2[S:7][C:6]([C:8]3[CH:15]=[CH:14][C:11]([CH:12]=[O:13])=[CH:10][CH:9]=3)=[CH:5][CH:4]=2)[CH:22]([CH3:24])[CH3:23])=[CH:19][CH:18]=1. The yield is 0.200. (2) The reactants are C[O:2][C:3]1[CH:4]=[CH:5][CH:6]=[C:7]2[C:12]=1[N:11]=[CH:10][CH:9]=[C:8]2[CH2:13]O.C(=O)(O)[O-].[Na+].[BrH:20]. No catalyst specified. The product is [Br:20][CH2:13][C:8]1[C:7]2[C:12](=[C:3]([OH:2])[CH:4]=[CH:5][CH:6]=2)[N:11]=[CH:10][CH:9]=1. The yield is 0.850. (3) The reactants are [Br:1][C:2]1[N:3]([C:8]2[C:17]3[C:12](=[CH:13][CH:14]=[CH:15][CH:16]=3)[C:11]([CH:18]3[CH2:20][CH2:19]3)=[CH:10][CH:9]=2)[C:4]([SH:7])=[N:5][N:6]=1.Br[C:22]([CH3:29])([CH3:28])[C:23]([O:25][CH2:26][CH3:27])=[O:24].C(N(C(C)C)CC)(C)C. The catalyst is CN(C=O)C. The product is [Br:1][C:2]1[N:3]([C:8]2[C:17]3[C:12](=[CH:13][CH:14]=[CH:15][CH:16]=3)[C:11]([CH:18]3[CH2:20][CH2:19]3)=[CH:10][CH:9]=2)[C:4]([S:7][C:22]([CH3:29])([CH3:28])[C:23]([O:25][CH2:26][CH3:27])=[O:24])=[N:5][N:6]=1. The yield is 0.910.